From a dataset of Forward reaction prediction with 1.9M reactions from USPTO patents (1976-2016). Predict the product of the given reaction. (1) Given the reactants [NH2:1][C:2]1[CH:7]=[C:6]([Cl:8])[CH:5]=[C:4]([N+:9]([O-:11])=[O:10])[C:3]=1[OH:12].O.C[CH2:15][O:16]C(C)=O, predict the reaction product. The product is: [Cl:8][C:6]1[CH:5]=[C:4]([N+:9]([O-:11])=[O:10])[C:3]2[O:12][C:15](=[O:16])[NH:1][C:2]=2[CH:7]=1. (2) Given the reactants [C:1]([O:5][C:6]([N:8]1[CH2:17][CH2:16][C:15]2[C:10](=[CH:11][CH:12]=[C:13](Br)[CH:14]=2)[CH2:9]1)=[O:7])([CH3:4])([CH3:3])[CH3:2].CN(C)CCN.[I-:25].[Na+], predict the reaction product. The product is: [C:1]([O:5][C:6]([N:8]1[CH2:17][CH2:16][C:15]2[C:10](=[CH:11][CH:12]=[C:13]([I:25])[CH:14]=2)[CH2:9]1)=[O:7])([CH3:4])([CH3:3])[CH3:2]. (3) Given the reactants N#N.[F:3][C:4]([F:18])([CH3:17])[CH2:5][CH2:6][CH2:7][CH2:8][N:9]1[CH:13]=[CH:12][C:11]([N+:14]([O-])=O)=[N:10]1.[NH4+].[Cl-], predict the reaction product. The product is: [F:18][C:4]([F:3])([CH3:17])[CH2:5][CH2:6][CH2:7][CH2:8][N:9]1[CH:13]=[CH:12][C:11]([NH2:14])=[N:10]1. (4) Given the reactants Br[C:2]1[CH:7]=[C:6]([O:8][CH3:9])[C:5](Br)=[CH:4][C:3]=1[O:11][CH3:12].C1(P([C:26]2[CH:31]=CC=CC=2)C2C=CC=CC=2)C=CC=CC=1.CCN(C(C)C)C(C)C.[CH3:41][Si:42]([C:45]#[CH:46])([CH3:44])[CH3:43], predict the reaction product. The product is: [CH3:12][O:11][C:3]1[CH:4]=[C:5]([C:46]#[C:45][Si:42]([CH3:44])([CH3:43])[CH3:41])[C:6]([O:8][CH3:9])=[CH:7][C:2]=1[C:26]#[C:31][Si:42]([CH3:44])([CH3:43])[CH3:41]. (5) Given the reactants [Br:1][C:2]1[CH:6]=[C:5](Br)[S:4][C:3]=1[C:8]1[S:9][C:10](Br)=[CH:11][C:12]=1[Br:13].O.C(O)(=O)C.Cl, predict the reaction product. The product is: [Br:13][C:12]1[CH:11]=[CH:10][S:9][C:8]=1[C:3]1[S:4][CH:5]=[CH:6][C:2]=1[Br:1].